Dataset: Reaction yield outcomes from USPTO patents with 853,638 reactions. Task: Predict the reaction yield, written as a fraction of the theoretical maximum amount of product (1.0 means a 100% yield; for example, 0.34 means a 34% yield). The product is [N:17]1([C:23]([NH:16][C@@H:12]([CH2:11][C:10]2[C:4]3[C:5](=[CH:6][CH:1]=[CH:2][CH:3]=3)[CH:7]=[CH:8][CH:9]=2)[C:13]([OH:15])=[O:14])=[O:24])[CH2:22][CH2:21][O:20][CH2:19][CH2:18]1. The catalyst is [OH-].[Na+].C([O-])([O-])=O.[Na+].[Na+]. The reactants are [CH:1]1[CH:6]=[C:5]2[CH:7]=[CH:8][CH:9]=[C:10]([CH2:11][C@H:12]([NH2:16])[C:13]([OH:15])=[O:14])[C:4]2=[CH:3][CH:2]=1.[N:17]1([C:23](Cl)=[O:24])[CH2:22][CH2:21][O:20][CH2:19][CH2:18]1. The yield is 0.380.